This data is from Full USPTO retrosynthesis dataset with 1.9M reactions from patents (1976-2016). The task is: Predict the reactants needed to synthesize the given product. (1) Given the product [F:55][C:2]([F:1])([F:54])[C:3]1[CH:4]=[C:5]([CH:47]=[C:48]([C:50]([F:51])([F:52])[F:53])[CH:49]=1)[CH2:6][N:7]([CH2:25][C:26]1[CH:31]=[C:30]([C:32]([F:35])([F:34])[F:33])[CH:29]=[CH:28][C:27]=1[C:36]1[CH:41]=[C:40]([CH:42]([CH3:44])[CH3:43])[CH:39]=[CH:38][C:37]=1[O:45][CH3:46])[C:8]1[N:9]=[CH:10][C:11]([C:14]([NH:16][CH2:17][CH2:18][CH2:19][C:20]([OH:22])=[O:21])=[O:15])=[CH:12][N:13]=1, predict the reactants needed to synthesize it. The reactants are: [F:1][C:2]([F:55])([F:54])[C:3]1[CH:4]=[C:5]([CH:47]=[C:48]([C:50]([F:53])([F:52])[F:51])[CH:49]=1)[CH2:6][N:7]([CH2:25][C:26]1[CH:31]=[C:30]([C:32]([F:35])([F:34])[F:33])[CH:29]=[CH:28][C:27]=1[C:36]1[CH:41]=[C:40]([CH:42]([CH3:44])[CH3:43])[CH:39]=[CH:38][C:37]=1[O:45][CH3:46])[C:8]1[N:13]=[CH:12][C:11]([C:14]([NH:16][CH2:17][CH2:18][CH2:19][C:20]([O:22]CC)=[O:21])=[O:15])=[CH:10][N:9]=1.[OH-].[Na+].Cl. (2) Given the product [NH:37]1[CH2:36][CH:35]([N:34]2[C:30]([C:24]3[CH:25]=[C:26]([Cl:29])[CH:27]=[CH:28][C:23]=3[O:22][C:19]3[CH:20]=[CH:21][C:16]([S:13]([NH:7][C:8]4[N:9]=[CH:10][S:11][CH:12]=4)(=[O:15])=[O:14])=[CH:17][C:18]=3[C:39]#[N:40])=[CH:31][CH:32]=[N:33]2)[CH2:38]1, predict the reactants needed to synthesize it. The reactants are: C(OC(=O)[N:7]([S:13]([C:16]1[CH:21]=[CH:20][C:19]([O:22][C:23]2[CH:28]=[CH:27][C:26]([Cl:29])=[CH:25][C:24]=2[C:30]2[N:34]([CH:35]3[CH2:38][NH:37][CH2:36]3)[N:33]=[CH:32][CH:31]=2)=[C:18]([C:39]#[N:40])[CH:17]=1)(=[O:15])=[O:14])[C:8]1[N:9]=[CH:10][S:11][CH:12]=1)(C)(C)C. (3) Given the product [CH2:2]([N:6]([CH2:7][CH2:8][CH2:9][CH3:10])[CH2:11][CH2:12][CH2:13][O:15][C:16]1[CH:23]=[CH:22][C:19]([CH:20]=[O:21])=[CH:18][CH:17]=1)[CH2:3][CH2:4][CH3:5], predict the reactants needed to synthesize it. The reactants are: Cl.[CH2:2]([N:6]([CH2:11][CH2:12][CH2:13]Cl)[CH2:7][CH2:8][CH2:9][CH3:10])[CH2:3][CH2:4][CH3:5].[OH:15][C:16]1[CH:23]=[CH:22][C:19]([CH:20]=[O:21])=[CH:18][CH:17]=1.C(=O)([O-])[O-].[K+].[K+].CCC(C)=O. (4) Given the product [CH2:1]([O:3][C:4]([C@H:6]1[CH2:11][CH2:10][C@H:9]([O:12][C:13]2[N:14]=[N:15][CH:16]=[CH:17][CH:18]=2)[CH2:8][CH2:7]1)=[O:5])[CH3:2], predict the reactants needed to synthesize it. The reactants are: [CH2:1]([O:3][C:4]([C@H:6]1[CH2:11][CH2:10][C@H:9]([O:12][C:13]2[N:14]=[N:15][C:16](Cl)=[CH:17][CH:18]=2)[CH2:8][CH2:7]1)=[O:5])[CH3:2].C(N(CC)CC)C. (5) Given the product [CH2:18]([O:9][C:5]1[C:6]([CH3:8])=[CH:7][C:2]([Br:1])=[CH:3][C:4]=1[CH2:10][CH3:11])[C:19]1[CH:24]=[CH:23][CH:22]=[CH:21][CH:20]=1, predict the reactants needed to synthesize it. The reactants are: [Br:1][C:2]1[CH:7]=[C:6]([CH3:8])[C:5]([OH:9])=[C:4]([CH2:10][CH3:11])[CH:3]=1.C([O-])([O-])=O.[K+].[K+].[CH2:18](Br)[C:19]1[CH:24]=[CH:23][CH:22]=[CH:21][CH:20]=1.